This data is from Catalyst prediction with 721,799 reactions and 888 catalyst types from USPTO. The task is: Predict which catalyst facilitates the given reaction. (1) Reactant: [C:1]([O:4][CH2:5][C:6]1[C:11](Br)=[CH:10][C:9]([F:13])=[CH:8][C:7]=1[N:14]1[C:26](=[O:27])[C:25]2[S:24][C:23]3[CH2:22][CH2:21][CH2:20][CH2:19][C:18]=3[C:17]=2[CH:16]=[N:15]1)(=[O:3])[CH3:2].[CH3:28][C:29]1([CH3:45])[C:33]([CH3:35])([CH3:34])[O:32][B:31]([B:31]2[O:32][C:33]([CH3:35])([CH3:34])[C:29]([CH3:45])([CH3:28])[O:30]2)[O:30]1.CC([O-])=O.[K+]. Product: [C:1]([O:4][CH2:5][C:6]1[C:11]([B:31]2[O:32][C:33]([CH3:35])([CH3:34])[C:29]([CH3:45])([CH3:28])[O:30]2)=[CH:10][C:9]([F:13])=[CH:8][C:7]=1[N:14]1[C:26](=[O:27])[C:25]2[S:24][C:23]3[CH2:22][CH2:21][CH2:20][CH2:19][C:18]=3[C:17]=2[CH:16]=[N:15]1)(=[O:3])[CH3:2]. The catalyst class is: 75. (2) Reactant: [CH2:1]1[CH2:6][CH2:5][CH:4]([CH2:7][C@H:8](N)[C:9]([OH:11])=[O:10])[CH2:3][CH2:2]1.N([O-])=[O:14].[Na+]. Product: [OH:14][C@@H:8]([CH2:7][CH:4]1[CH2:5][CH2:6][CH2:1][CH2:2][CH2:3]1)[C:9]([OH:11])=[O:10]. The catalyst class is: 82. (3) Reactant: [OH:1][C:2]1[CH:16]=[CH:15][C:5]([CH2:6][C@@H:7]2[O:11][C:10]([CH3:13])([CH3:12])[O:9][C:8]2=[O:14])=[CH:4][CH:3]=1.[CH2:17]([SiH](CC)CC)[CH3:18].C(O)C. Product: [CH2:17]([O:9][C:8](=[O:14])[C@@H:7]([O:11][CH:10]([CH3:13])[CH3:12])[CH2:6][C:5]1[CH:15]=[CH:16][C:2]([OH:1])=[CH:3][CH:4]=1)[CH3:18]. The catalyst class is: 388. (4) Reactant: C1(P(N=[N+]=[N-])(C2C=CC=CC=2)=[O:8])C=CC=CC=1.C([N:20]([CH2:23]C)CC)C.[CH3:25][O:26][C:27]([CH2:29][C@@:30]1([CH2:36]C(O)=O)[CH2:34][CH2:33][C@@H:32]([CH3:35])[CH2:31]1)=[O:28]. Product: [CH3:25][O:26][C:27](=[O:28])[CH2:29][C@@:30]1([CH2:36][N:20]=[C:23]=[O:8])[CH2:34][CH2:33][C@@H:32]([CH3:35])[CH2:31]1. The catalyst class is: 133. (5) Reactant: [CH3:1][O:2][C:3](=[O:22])[C:4]1[CH:20]=[CH:19][C:7]([C:8]([NH:10][CH2:11][C:12]2[CH:17]=[CH:16][CH:15]=[C:14]([OH:18])[CH:13]=2)=[O:9])=[CH:6][C:5]=1[Cl:21].[CH3:23][C:24]([Si:27](Cl)([CH3:29])[CH3:28])([CH3:26])[CH3:25].N1C=CN=C1. Product: [CH3:1][O:2][C:3](=[O:22])[C:4]1[CH:20]=[CH:19][C:7]([C:8]([NH:10][CH2:11][C:12]2[CH:17]=[CH:16][CH:15]=[C:14]([O:18][Si:27]([C:24]([CH3:26])([CH3:25])[CH3:23])([CH3:29])[CH3:28])[CH:13]=2)=[O:9])=[CH:6][C:5]=1[Cl:21]. The catalyst class is: 39. (6) Reactant: [CH3:1][C:2]1[CH2:6][C:5](=[O:7])[N:4]([C:8]2[CH:13]=[CH:12][CH:11]=[CH:10][CH:9]=2)[N:3]=1.[CH3:14][C:15]1[C:20]([OH:21])=[C:19]([CH:22]=O)[C:18]([CH2:24][OH:25])=[CH:17][N:16]=1.Cl. Product: [OH:7][C:5]1[N:4]([C:8]2[CH:13]=[CH:12][CH:11]=[CH:10][CH:9]=2)[N:3]=[C:2]([CH3:1])[C:6]=1[CH:22]1[C:19]2[C:20]([OH:21])=[C:15]([CH3:14])[N:16]=[CH:17][C:18]=2[CH2:24][O:25]1. The catalyst class is: 611. (7) Reactant: [CH3:1][O:2][CH2:3][O:4][C:5]1[CH:20]=[C:19]([O:21][CH2:22][O:23][CH3:24])[CH:18]=[C:17](O)[C:6]=1[C:7](=[O:16])[CH:8]=[CH:9][C:10]1[CH:15]=[CH:14][CH:13]=[CH:12][CH:11]=1.C([O-])(=[O:28])C.[Na+]. Product: [CH3:1][O:2][CH2:3][O:4][C:5]1[CH:20]=[C:19]([O:21][CH2:22][O:23][CH3:24])[CH:18]=[CH:17][C:6]=1[CH:7]1[CH2:8][C:9](=[O:28])[C:10]2[C:15](=[CH:14][CH:13]=[CH:12][CH:11]=2)[O:16]1. The catalyst class is: 5. (8) Product: [CH:1]1([CH2:7][O:8][C:9]2[CH:14]=[C:13]([O:15][CH2:16][CH2:17][O:18][CH3:19])[CH:12]=[CH:11][C:10]=2/[CH:20]=[CH:21]/[C:22]([NH:45][S:42]([CH2:37][CH2:38][CH2:39][CH2:40][CH3:41])(=[O:44])=[O:43])=[O:24])[CH2:2][CH2:3][CH2:4][CH2:5][CH2:6]1. Reactant: [CH:1]1([CH2:7][O:8][C:9]2[CH:14]=[C:13]([O:15][CH2:16][CH2:17][O:18][CH3:19])[CH:12]=[CH:11][C:10]=2/[CH:20]=[CH:21]/[C:22]([OH:24])=O)[CH2:6][CH2:5][CH2:4][CH2:3][CH2:2]1.Cl.C(N=C=NCCCN(C)C)C.[CH2:37]([S:42]([NH2:45])(=[O:44])=[O:43])[CH2:38][CH2:39][CH2:40][CH3:41]. The catalyst class is: 599. (9) Reactant: [C:1]([C:5]1[CH:6]=[C:7]([CH:9]=[C:10]([C:13]([CH3:16])([CH3:15])[CH3:14])[C:11]=1O)[OH:8])([CH3:4])([CH3:3])[CH3:2].BrCCBr.C(=O)([O-])[O-].[K+].[K+].[CH2:27](O)[CH2:28][OH:29]. Product: [C:1]([C:5]1[C:6]2[O:29][CH:28]=[CH:27][O:8][C:7]=2[CH:9]=[C:10]([C:13]([CH3:16])([CH3:15])[CH3:14])[CH:11]=1)([CH3:4])([CH3:3])[CH3:2]. The catalyst class is: 6. (10) Reactant: COC([C:5]1[CH:10]=[CH:9][C:8]([NH:11][CH2:12][C:13]2[CH:18]=[CH:17][CH:16]=[CH:15][CH:14]=2)=[CH:7][CH:6]=1)=O.[CH:19](N(C(C)C)CC)(C)C.[O:28](C(OC(C)(C)C)=O)[C:29]([O:31][C:32]([CH3:35])([CH3:34])[CH3:33])=O. Product: [C:29]([N:11]([CH2:8][C:7]1[CH:6]=[CH:5][CH:10]=[CH:9][CH:19]=1)[CH2:12][C:13]1[CH:14]=[CH:15][CH:16]=[CH:17][CH:18]=1)([O:31][C:32]([CH3:35])([CH3:34])[CH3:33])=[O:28]. The catalyst class is: 2.